This data is from Forward reaction prediction with 1.9M reactions from USPTO patents (1976-2016). The task is: Predict the product of the given reaction. Given the reactants [CH2:1]([O:3][Si:4]([CH2:11][CH2:12][CH2:13][Cl:14])([O:8][CH2:9][CH3:10])[O:5][CH2:6][CH3:7])[CH3:2].[CH3:15][N:16]([CH2:18][CH2:19][CH2:20][CH2:21][CH2:22][CH2:23][CH2:24][CH2:25][CH2:26][CH2:27][CH2:28][CH2:29][CH2:30][CH2:31][CH2:32][CH2:33][CH2:34][CH3:35])[CH3:17], predict the reaction product. The product is: [Cl-:14].[CH3:15][N+:16]([CH3:17])([CH2:18][CH2:19][CH2:20][CH2:21][CH2:22][CH2:23][CH2:24][CH2:25][CH2:26][CH2:27][CH2:28][CH2:29][CH2:30][CH2:31][CH2:32][CH2:33][CH2:34][CH3:35])[CH2:13][CH2:12][CH2:11][Si:4]([O:8][CH2:9][CH3:10])([O:5][CH2:6][CH3:7])[O:3][CH2:1][CH3:2].